Binary Classification. Given a miRNA mature sequence and a target amino acid sequence, predict their likelihood of interaction. From a dataset of Experimentally validated miRNA-target interactions with 360,000+ pairs, plus equal number of negative samples. (1) The miRNA is hsa-miR-3185 with sequence AGAAGAAGGCGGUCGGUCUGCGG. The protein sequence of the target gene is MRKKWKMGGMKYIFSLLFFLLLEGGKTEQVKHSETYCMFQDKKYRVGERWHPYLEPYGLVYCVNCICSENGNVLCSRVRCPNVHCLSPVHIPHLCCPRCPDSLPPVNNKVTSKSCEYNGTTYQHGELFVAEGLFQNRQPNQCTQCSCSEGNVYCGLKTCPKLTCAFPVSVPDSCCRVCRGDGELSWEHSDGDIFRQPANREARHSYHRSHYDPPPSRQAGGLSRFPGARSHRGALMDSQQASGTIVQIVINNKHKHGQVCVSNGKTYSHGESWHPNLRAFGIVECVLCTCNVTKQECKKI.... Result: 1 (interaction). (2) The miRNA is hsa-miR-5701 with sequence UUAUUGUCACGUUCUGAUU. The protein sequence of the target gene is MSSVSEVNVDIKDFLMSINLEQYLLHFHESGFTTVKDCAAINDSLLQKIGISPTGHRRRILKQLQIILSKMQDIPIYANVHKTKKNDDPSKDYHVPSSDQNICIELSNSGSVQTSSPPQLETVRKNLEDSDASVERSQYPQSDDKLSPPKRDFPTAEEPHLNLGSLNDSLFGSDNIKIESLITKKTVDHTVEEQQTEKVKLITENLSKLPNADSECLSFVGCSTSGTNSGNGTNGLLEGSPPSPFFKFQGEMIVNDLYVPSSPILAPVRSRSKLVSRPSRSFLLRHRPVPEIPGSTKGVS.... Result: 0 (no interaction). (3) The miRNA is hsa-miR-624-3p with sequence CACAAGGUAUUGGUAUUACCU. The protein sequence of the target gene is MERASCLLLLLLPLVHVSATTPEPCELDDEDFRCVCNFSEPQPDWSEAFQCVSAVEVEIHAGGLNLEPFLKRVDADADPRQYADTVKALRVRRLTVGAAQVPAQLLVGALRVLAYSRLKELTLEDLKITGTMPPLPLEATGLALSSLRLRNVSWATGRSWLAELQQWLKPGLKVLSIAQAHSPAFSCEQVRAFPALTSLDLSDNPGLGERGLMAALCPHKFPAIQNLALRNTGMETPTGVCAALAAAGVQPHSLDLSHNSLRATVNPSAPRCMWSSALNSLNLSFAGLEQVPKGLPAKLR.... Result: 0 (no interaction). (4) The miRNA is hsa-miR-874-3p with sequence CUGCCCUGGCCCGAGGGACCGA. The protein sequence of the target gene is MSSDMRVHSWSCSYYLDLEKQWVSGKLTLTPHSLKFIVEKTEEVLVGLPLSSIIEIRKESSLFIFGAITVLEKGQTKHWFSSLQPSRNVVFNVIEHFWRELLLSQPGTAANIPSHVTRGQELIGLMANSQKRMEDTAKDLQQQSEQLDSVLKGLEKMESDLDVADRLLTELETPSWWPFGSKFWKMPAEENLKEGVSSTCEPFGKEGVVITVPAIISERAESHSKLGKLTVLVSALEIYDSCSLLLHRFEKEDVDDIKVHSPYEVSIRQRFIGKPDVAYQLISAKMPEVIPILEVQFSSK.... Result: 0 (no interaction). (5) The miRNA is hsa-miR-4802-3p with sequence UACAUGGAUGGAAACCUUCAAGC. The protein sequence of the target gene is MSSLYVPLVLRLEVRDRTKIVQSFIDDSKAGSESPLAGERTRQRLVKKGNTPPKKELKGREEDPPIGVMSSEPSHNYHKGRRTYSEVVIESLDGEKLVDSSSSVAGTSEKSGGRSVSEGPPDQVAYYSGNPLTEKTEGIMHFYKYNDEKLTKVAQCRMLCMYAVPAQVEVREIISFMCISLPMIVSIKVVRDPAPNQYMLIIKFKEHNDAVTFYEEFNNCPFNDLESYCCTLFFVDRIECTTSNDLFSSDDTSLTELPTCAVCLERMDDSVLAILCNHSFHARCLEQWADNTCPVCRYVQ.... Result: 0 (no interaction).